Dataset: Peptide-MHC class II binding affinity with 134,281 pairs from IEDB. Task: Regression. Given a peptide amino acid sequence and an MHC pseudo amino acid sequence, predict their binding affinity value. This is MHC class II binding data. (1) The peptide sequence is ALSDADWHFIADPAS. The MHC is HLA-DPA10103-DPB10401 with pseudo-sequence HLA-DPA10103-DPB10401. The binding affinity (normalized) is 0.253. (2) The peptide sequence is RSVQRNTVFKAGDLG. The MHC is DRB1_0901 with pseudo-sequence DRB1_0901. The binding affinity (normalized) is 0.409.